The task is: Predict the product of the given reaction.. This data is from Forward reaction prediction with 1.9M reactions from USPTO patents (1976-2016). (1) Given the reactants Br[C:2]1[CH:9]=[CH:8][C:5]([CH:6]=[O:7])=[CH:4][CH:3]=1.[CH3:10][O:11][C:12]1[CH:17]=[CH:16][CH:15]=[CH:14][C:13]=1B(O)O.C([O-])([O-])=O.[Na+].[Na+], predict the reaction product. The product is: [CH3:10][O:11][C:12]1[CH:17]=[CH:16][CH:15]=[CH:14][C:13]=1[C:2]1[CH:9]=[CH:8][C:5]([CH:6]=[O:7])=[CH:4][CH:3]=1. (2) Given the reactants [CH3:1][NH:2][C:3]1[CH:4]=[C:5]([CH:14]=[CH:15][C:16]=1[N+:17]([O-])=O)[O:6][C:7]1[CH:13]=[CH:12][C:10]([NH2:11])=[CH:9][CH:8]=1.[CH3:20][O:21][C:22]([NH:24][C:25](=NC(OC)=O)SC)=[O:23].CC(O)=O, predict the reaction product. The product is: [CH3:1][N:2]1[C:3]2[CH:4]=[C:5]([O:6][C:7]3[CH:13]=[CH:12][C:10]([NH2:11])=[CH:9][CH:8]=3)[CH:14]=[CH:15][C:16]=2[N:17]=[C:25]1[NH:24][C:22](=[O:23])[O:21][CH3:20]. (3) Given the reactants [CH:1]12[CH2:11][CH2:10][CH:7]([CH2:8][CH2:9]1)[CH:6]1[CH:2]2[CH2:3][NH:4][CH2:5]1.[OH:12]O.C(Cl)Cl.CO, predict the reaction product. The product is: [CH:7]12[CH2:10][CH2:11][CH:1]([CH2:9][CH2:8]1)[CH:2]1[CH:6]2[CH:5]=[N+:4]([O-:12])[CH2:3]1.